This data is from Full USPTO retrosynthesis dataset with 1.9M reactions from patents (1976-2016). The task is: Predict the reactants needed to synthesize the given product. (1) The reactants are: [NH2:1][CH2:2][C:3]1[O:7][N:6]=[C:5]([C:8]([NH:10][C@@H:11]([CH3:27])[CH2:12][N:13]2[CH:17]=[CH:16][C:15]([C:18]3[CH:23]=[CH:22][C:21]([C:24]#[N:25])=[C:20]([Cl:26])[CH:19]=3)=[N:14]2)=[O:9])[CH:4]=1.[CH3:28][S:29](Cl)(=[O:31])=[O:30]. Given the product [Cl:26][C:20]1[CH:19]=[C:18]([C:15]2[CH:16]=[CH:17][N:13]([CH2:12][C@@H:11]([NH:10][C:8]([C:5]3[CH:4]=[C:3]([CH2:2][NH:1][S:29]([CH3:28])(=[O:31])=[O:30])[O:7][N:6]=3)=[O:9])[CH3:27])[N:14]=2)[CH:23]=[CH:22][C:21]=1[C:24]#[N:25], predict the reactants needed to synthesize it. (2) Given the product [CH2:3]([O:10][C:11]1[CH:12]=[C:13]2[C:18](=[CH:19][CH:20]=1)[C:17]([O:21][C:22]1[CH:27]=[CH:26][C:25]([O:28][CH2:46][CH2:45][N:37]3[CH2:43][CH2:42][CH2:41][CH2:40][CH2:39][CH2:38]3)=[CH:24][CH:23]=1)=[C:16]([C:29]1[CH:30]=[CH:31][C:32]([F:35])=[CH:33][CH:34]=1)[CH:15]=[CH:14]2)[C:4]1[CH:5]=[CH:6][CH:7]=[CH:8][CH:9]=1, predict the reactants needed to synthesize it. The reactants are: [H-].[Na+].[CH2:3]([O:10][C:11]1[CH:12]=[C:13]2[C:18](=[CH:19][CH:20]=1)[C:17]([O:21][C:22]1[CH:27]=[CH:26][C:25]([OH:28])=[CH:24][CH:23]=1)=[C:16]([C:29]1[CH:34]=[CH:33][C:32]([F:35])=[CH:31][CH:30]=1)[CH:15]=[CH:14]2)[C:4]1[CH:9]=[CH:8][CH:7]=[CH:6][CH:5]=1.Cl.[N:37](=[CH:45][CH2:46]Cl)[CH2:38][CH2:39][CH2:40][CH2:41][CH2:42][CH2:43]Cl.O. (3) The reactants are: [CH2:1]([O:3][C:4](=[O:25])[C:5]1[CH:10]=[CH:9][C:8]([NH:11][C:12](=[O:24])[CH:13]([N:15]2[C:19]([NH2:20])=[C:18]([C:21](=[O:23])[NH2:22])[N:17]=[CH:16]2)[CH3:14])=[CH:7][CH:6]=1)[CH3:2].CO[C:28](OC)(OC)[CH2:29][CH2:30][CH2:31][CH3:32]. Given the product [CH2:1]([O:3][C:4](=[O:25])[C:5]1[CH:10]=[CH:9][C:8]([NH:11][C:12](=[O:24])[CH:13]([N:15]2[CH:16]=[N:17][C:18]3[C:21](=[O:23])[NH:22][C:28]([CH2:29][CH2:30][CH2:31][CH3:32])=[N:20][C:19]2=3)[CH3:14])=[CH:7][CH:6]=1)[CH3:2], predict the reactants needed to synthesize it. (4) Given the product [F:21][C:22]1[CH:27]=[CH:26][CH:25]=[C:24]([F:28])[C:23]=1[S:29]([N:8]1[C:9]2[C:5](=[C:4]([CH2:12][N:13]([CH3:14])[CH3:15])[C:3]([O:2][CH3:1])=[CH:11][CH:10]=2)[CH:6]=[CH:7]1)(=[O:31])=[O:30], predict the reactants needed to synthesize it. The reactants are: [CH3:1][O:2][C:3]1[C:4]([CH2:12][N:13]([CH3:15])[CH3:14])=[C:5]2[C:9](=[CH:10][CH:11]=1)[NH:8][CH:7]=[CH:6]2.CN(C=O)C.[F:21][C:22]1[CH:27]=[CH:26][CH:25]=[C:24]([F:28])[C:23]=1[S:29](Cl)(=[O:31])=[O:30]. (5) Given the product [Cl:8][C:5]1[N:6]=[CH:7][C:2]([C:11]#[N:12])=[C:3]([O:9][CH3:10])[CH:4]=1, predict the reactants needed to synthesize it. The reactants are: Br[C:2]1[C:3]([O:9][CH3:10])=[CH:4][C:5]([Cl:8])=[N:6][CH:7]=1.[CH3:11][N:12](C=O)C.